From a dataset of Reaction yield outcomes from USPTO patents with 853,638 reactions. Predict the reaction yield, written as a fraction of the theoretical maximum amount of product (1.0 means a 100% yield; for example, 0.34 means a 34% yield). The reactants are Br.[Br:2][CH2:3][CH2:4][O:5][NH2:6].[C:7](O[C:7]([O:9][C:10]([CH3:13])([CH3:12])[CH3:11])=[O:8])([O:9][C:10]([CH3:13])([CH3:12])[CH3:11])=[O:8].CCN(CC)CC. The catalyst is C(Cl)Cl.CCOC(C)=O. The product is [C:10]([O:9][C:7](=[O:8])[NH:6][O:5][CH2:4][CH2:3][Br:2])([CH3:13])([CH3:12])[CH3:11]. The yield is 0.750.